This data is from CYP2D6 inhibition data for predicting drug metabolism from PubChem BioAssay. The task is: Regression/Classification. Given a drug SMILES string, predict its absorption, distribution, metabolism, or excretion properties. Task type varies by dataset: regression for continuous measurements (e.g., permeability, clearance, half-life) or binary classification for categorical outcomes (e.g., BBB penetration, CYP inhibition). Dataset: cyp2d6_veith. The drug is Cn1c(-c2ccc(F)cc2)cnc1NCc1ccc(F)cc1. The result is 1 (inhibitor).